This data is from SARS-CoV-2 main protease (3CLPro) crystallographic fragment screen with 879 compounds. The task is: Binary Classification. Given a drug SMILES string, predict its activity (active/inactive) in a high-throughput screening assay against a specified biological target. (1) The compound is COc1cc(Br)ccn1. The result is 0 (inactive). (2) The compound is CN1CCN(S(=O)(=O)N(C)C)CC1. The result is 0 (inactive). (3) The drug is CNC(C)c1cnn(C)c1. The result is 0 (inactive). (4) The molecule is CC1CN(C)CCC1Nc1cnn(C)c1. The result is 0 (inactive).